This data is from Forward reaction prediction with 1.9M reactions from USPTO patents (1976-2016). The task is: Predict the product of the given reaction. (1) Given the reactants [C:1]12([C:11]34[CH2:20][CH:15]5[CH2:16][CH:17]([CH2:19][CH:13]([CH2:14]5)[CH2:12]3)[CH2:18]4)[CH2:10][CH:5]3[CH2:6][CH:7]([CH2:9][CH:3]([CH2:4]3)[CH2:2]1)[CH2:8]2.Br[C:22]12CC3CC(CC(C45CC6CC(CC(C6)C4)C5)(C3)[CH2:23]1)C2, predict the reaction product. The product is: [CH:22]([C:5]12[CH2:6][CH:7]3[CH2:9][CH:3]([CH2:2][C:1]([C:11]45[CH2:18][CH:17]6[CH2:19][CH:13]([CH2:14][CH:15]([CH2:16]6)[CH2:20]4)[CH2:12]5)([CH2:8]3)[CH2:10]1)[CH2:4]2)=[CH2:23]. (2) Given the reactants [CH3:1][O:2][C:3]1[C:4]([C:9](OC)=[O:10])=[N:5][CH:6]=[CH:7][N:8]=1.[H-].C([Al+]CC(C)C)C(C)C, predict the reaction product. The product is: [CH3:1][O:2][C:3]1[C:4]([CH:9]=[O:10])=[N:5][CH:6]=[CH:7][N:8]=1.